Dataset: Catalyst prediction with 721,799 reactions and 888 catalyst types from USPTO. Task: Predict which catalyst facilitates the given reaction. (1) Reactant: Cl.[C:2]([C:6]1[CH:10]=[CH:9][N:8]([CH2:11]Cl)[N:7]=1)([CH3:5])([CH3:4])[CH3:3].[CH2:13]([CH:16]([C:19]#[N:20])[C:17]#[N:18])[CH:14]=[CH2:15].C(=O)([O-])[O-].[K+].[K+].O. Product: [CH2:13]([C:16]([CH2:11][N:8]1[CH:9]=[CH:10][C:6]([C:2]([CH3:5])([CH3:4])[CH3:3])=[N:7]1)([C:19]#[N:20])[C:17]#[N:18])[CH:14]=[CH2:15]. The catalyst class is: 9. (2) Reactant: [C:1]1([C@H:7]2[CH2:11][O:10][C:9](=[O:12])[NH:8]2)[CH:6]=[CH:5][CH:4]=[CH:3][CH:2]=1.[H-].[Na+].[Br:15][C:16]1[CH:17]=[N:18][N:19]2[CH:24]=[CH:23][C:22](Cl)=[N:21][C:20]=12.O. Product: [Br:15][C:16]1[CH:17]=[N:18][N:19]2[CH:24]=[CH:23][C:22]([N:8]3[C@@H:7]([C:1]4[CH:2]=[CH:3][CH:4]=[CH:5][CH:6]=4)[CH2:11][O:10][C:9]3=[O:12])=[N:21][C:20]=12. The catalyst class is: 3. (3) Reactant: C(=O)([O-])O.[Na+].[S:6]=[C:7]1[NH:12][C:11]2[NH:13][CH:14]=[CH:15][C:10]=2[C:9](=[O:16])[N:8]1[C:17]1[CH:22]=[CH:21][C:20]([O:23][CH2:24][C:25]([F:28])([F:27])[F:26])=[CH:19][CH:18]=1.Br[CH2:30][CH2:31][CH2:32][O:33][CH2:34][CH2:35][O:36][CH3:37].[I-].[Na+]. Product: [CH3:37][O:36][CH2:35][CH2:34][O:33][CH2:32][CH2:31][CH2:30][S:6][C:7]1[N:8]([C:17]2[CH:18]=[CH:19][C:20]([O:23][CH2:24][C:25]([F:28])([F:27])[F:26])=[CH:21][CH:22]=2)[C:9](=[O:16])[C:10]2[CH:15]=[CH:14][NH:13][C:11]=2[N:12]=1. The catalyst class is: 434.